From a dataset of Reaction yield outcomes from USPTO patents with 853,638 reactions. Predict the reaction yield, written as a fraction of the theoretical maximum amount of product (1.0 means a 100% yield; for example, 0.34 means a 34% yield). The reactants are [NH2:1][C:2]1[CH:3]=[C:4]([CH:21]=[CH:22][C:23]=1[Br:24])[O:5][C:6]1[CH:7]=[CH:8][C:9]2[N:10]([CH:12]=[C:13]([NH:15][C:16]([CH:18]3[CH2:20][CH2:19]3)=[O:17])[N:14]=2)[N:11]=1.[F:25][C:26]([F:37])([F:36])[C:27]1[CH:28]=[C:29]([CH:33]=[CH:34][CH:35]=1)[C:30](Cl)=[O:31].C(N(CC)CC)C. The catalyst is O1CCCC1. The product is [Br:24][C:23]1[CH:22]=[CH:21][C:4]([O:5][C:6]2[CH:7]=[CH:8][C:9]3[N:10]([CH:12]=[C:13]([NH:15][C:16]([CH:18]4[CH2:20][CH2:19]4)=[O:17])[N:14]=3)[N:11]=2)=[CH:3][C:2]=1[NH:1][C:30](=[O:31])[C:29]1[CH:33]=[CH:34][CH:35]=[C:27]([C:26]([F:25])([F:36])[F:37])[CH:28]=1. The yield is 0.240.